From a dataset of Catalyst prediction with 721,799 reactions and 888 catalyst types from USPTO. Predict which catalyst facilitates the given reaction. (1) Reactant: [CH2:1]([CH:4]([CH2:15][CH:16]=[CH2:17])[CH2:5][O:6][SiH2:7][C:8]1[CH:13]=[CH:12][C:11](I)=[CH:10][CH:9]=1)[CH:2]=[CH2:3].C([Mg]Cl)(C)C.C(C(CC=C)CO[SiH2]C1C=CC([Mg]Cl)=CC=1)C=C.C(O[B:45]1[O:49][C:48]([CH3:51])([CH3:50])[C:47]([CH3:53])([CH3:52])[O:46]1)(C)C. Product: [CH2:1]([CH:4]([CH2:15][CH:16]=[CH2:17])[CH2:5][O:6][SiH2:7][C:8]1[CH:13]=[CH:12][C:11]([B:45]2[O:49][C:48]([CH3:51])([CH3:50])[C:47]([CH3:53])([CH3:52])[O:46]2)=[CH:10][CH:9]=1)[CH:2]=[CH2:3]. The catalyst class is: 90. (2) Reactant: [Cl:1][C:2]1[N:7]=[CH:6][C:5]2[C:8]([C:14]([OH:16])=O)=[CH:9][N:10]([CH:11]([CH3:13])[CH3:12])[C:4]=2[CH:3]=1.[CH3:17][CH2:18][N:19](C(C)C)C(C)C.CN(C(ON1N=NC2C=CC=CC1=2)=[N+](C)C)C.F[P-](F)(F)(F)(F)F.Cl.C(N)C. Product: [Cl:1][C:2]1[N:7]=[CH:6][C:5]2[C:8]([C:14]([NH:19][CH2:18][CH3:17])=[O:16])=[CH:9][N:10]([CH:11]([CH3:12])[CH3:13])[C:4]=2[CH:3]=1. The catalyst class is: 163. (3) Reactant: [CH3:1][N:2]([CH3:15])[C:3]1[CH:8]=[CH:7][C:6]([CH:9]([OH:14])[C@H:10]([CH3:13])[C:11]#[CH:12])=[CH:5][CH:4]=1.[C:16](O)(C(F)(F)F)=O. Product: [CH3:16][O:14][CH:9]([C:6]1[CH:7]=[CH:8][C:3]([N:2]([CH3:1])[CH3:15])=[CH:4][CH:5]=1)[C@H:10]([CH3:13])[C:11]#[CH:12]. The catalyst class is: 5. (4) Reactant: Cl.[CH2:2]1[C:7]2([CH2:12][CH2:11][NH:10][CH2:9][CH2:8]2)[CH2:6][CH2:5][N:4]([C:13]([O:15][C:16]([CH3:19])([CH3:18])[CH3:17])=[O:14])[CH2:3]1.[CH3:20][O:21][C:22]1[CH:36]=[CH:35][CH:34]=[CH:33][C:23]=1[O:24][C:25]1[CH:26]=[C:27]([CH:30]=[CH:31][CH:32]=1)[CH:28]=O.C(N(CC)CC)C.C(O[BH-](OC(=O)C)OC(=O)C)(=O)C.[Na+]. Product: [CH3:20][O:21][C:22]1[CH:36]=[CH:35][CH:34]=[CH:33][C:23]=1[O:24][C:25]1[CH:26]=[C:27]([CH:30]=[CH:31][CH:32]=1)[CH2:28][N:10]1[CH2:11][CH2:12][C:7]2([CH2:2][CH2:3][N:4]([C:13]([O:15][C:16]([CH3:19])([CH3:18])[CH3:17])=[O:14])[CH2:5][CH2:6]2)[CH2:8][CH2:9]1. The catalyst class is: 10. (5) The catalyst class is: 9. Reactant: [NH:1]1[C:5]2[CH:6]=[CH:7][CH:8]=[CH:9][C:4]=2[N:3]=[C:2]1[CH2:10][C:11]#[N:12].C(=O)([O-])[O-].[Cs+].[Cs+].[CH2:19](I)[CH3:20]. Product: [CH2:19]([N:1]1[C:5]2[CH:6]=[CH:7][CH:8]=[CH:9][C:4]=2[N:3]=[C:2]1[CH2:10][C:11]#[N:12])[CH3:20]. (6) Reactant: [CH3:1][C:2]1[C:16]([CH3:17])=[CH:15][CH:14]=[CH:13][C:3]=1[O:4][CH2:5][CH2:6][CH2:7][C:8]([O:10]CC)=[O:9].[Li+].[OH-].Cl. Product: [CH3:1][C:2]1[C:16]([CH3:17])=[CH:15][CH:14]=[CH:13][C:3]=1[O:4][CH2:5][CH2:6][CH2:7][C:8]([OH:10])=[O:9]. The catalyst class is: 12. (7) Reactant: [NH2:1][C:2]1[CH:3]=[C:4]([CH2:8][S:9]([NH2:12])(=[O:11])=[O:10])[CH:5]=[CH:6][CH:7]=1.Cl[C:14]1[CH:19]=[C:18]([C:20]2[CH:25]=[CH:24][CH:23]=[CH:22][C:21]=2[O:26][CH2:27][CH2:28][O:29][CH3:30])[N:17]=[C:16]([CH3:31])[N:15]=1. Product: [CH3:30][O:29][CH2:28][CH2:27][O:26][C:21]1[CH:22]=[CH:23][CH:24]=[CH:25][C:20]=1[C:18]1[N:17]=[C:16]([CH3:31])[N:15]=[C:14]([NH:1][C:2]2[CH:3]=[C:4]([CH2:8][S:9]([NH2:12])(=[O:10])=[O:11])[CH:5]=[CH:6][CH:7]=2)[CH:19]=1. The catalyst class is: 3. (8) Reactant: [Br:1][C:2]1[C:3]([CH3:9])=[N:4][C:5](Cl)=[CH:6][CH:7]=1.Cl.[NH:11]1[CH2:15][CH2:14][C@H:13]([OH:16])[CH2:12]1.CCN(CC)CC. Product: [Br:1][C:2]1[CH:7]=[CH:6][C:5]([N:11]2[CH2:15][CH2:14][C@H:13]([OH:16])[CH2:12]2)=[N:4][C:3]=1[CH3:9]. The catalyst class is: 3. (9) Reactant: S(Cl)([Cl:3])=O.[CH3:5][O:6][C:7](=[O:37])[C@@H:8]([NH:29]C(OC(C)(C)C)=O)[CH2:9][C:10]1[CH:15]=[CH:14][C:13]([C:16]2[C:21]([O:22][CH3:23])=[CH:20][C:19]([CH:24]=[N:25]O)=[CH:18][C:17]=2[O:27][CH3:28])=[CH:12][CH:11]=1. Product: [ClH:3].[CH3:5][O:6][C:7](=[O:37])[C@@H:8]([NH2:29])[CH2:9][C:10]1[CH:15]=[CH:14][C:13]([C:16]2[C:21]([O:22][CH3:23])=[CH:20][C:19]([C:24]#[N:25])=[CH:18][C:17]=2[O:27][CH3:28])=[CH:12][CH:11]=1. The catalyst class is: 4.